Regression. Given two drug SMILES strings and cell line genomic features, predict the synergy score measuring deviation from expected non-interaction effect. From a dataset of NCI-60 drug combinations with 297,098 pairs across 59 cell lines. (1) Drug 1: CC1=C(C=C(C=C1)NC2=NC=CC(=N2)N(C)C3=CC4=NN(C(=C4C=C3)C)C)S(=O)(=O)N.Cl. Drug 2: COC1=C(C=C2C(=C1)N=CN=C2NC3=CC(=C(C=C3)F)Cl)OCCCN4CCOCC4. Cell line: IGROV1. Synergy scores: CSS=60.2, Synergy_ZIP=15.1, Synergy_Bliss=14.7, Synergy_Loewe=-1.01, Synergy_HSA=14.9. (2) Drug 1: CCC1=CC2CC(C3=C(CN(C2)C1)C4=CC=CC=C4N3)(C5=C(C=C6C(=C5)C78CCN9C7C(C=CC9)(C(C(C8N6C)(C(=O)OC)O)OC(=O)C)CC)OC)C(=O)OC.C(C(C(=O)O)O)(C(=O)O)O. Drug 2: CC1C(C(=O)NC(C(=O)N2CCCC2C(=O)N(CC(=O)N(C(C(=O)O1)C(C)C)C)C)C(C)C)NC(=O)C3=C4C(=C(C=C3)C)OC5=C(C(=O)C(=C(C5=N4)C(=O)NC6C(OC(=O)C(N(C(=O)CN(C(=O)C7CCCN7C(=O)C(NC6=O)C(C)C)C)C)C(C)C)C)N)C. Cell line: SF-295. Synergy scores: CSS=35.0, Synergy_ZIP=0.0979, Synergy_Bliss=1.25, Synergy_Loewe=3.10, Synergy_HSA=2.24.